From a dataset of Reaction yield outcomes from USPTO patents with 853,638 reactions. Predict the reaction yield, written as a fraction of the theoretical maximum amount of product (1.0 means a 100% yield; for example, 0.34 means a 34% yield). (1) The reactants are C([S:4][CH:5]([CH3:13])[CH:6]([CH3:12])[C:7]([O:9][CH2:10][CH3:11])=[O:8])(=O)C. The catalyst is Cl.C(O)C. The product is [SH:4][CH:5]([CH3:13])[CH:6]([CH3:12])[C:7]([O:9][CH2:10][CH3:11])=[O:8]. The yield is 0.520. (2) The reactants are C([O:3][C:4](=[O:27])[CH2:5][C:6]1[CH:7]=[N:8][N:9]([CH2:12][C:13]2[CH:18]=[C:17]([Br:19])[CH:16]=[CH:15][C:14]=2[O:20][CH2:21][CH:22]([CH2:25][CH3:26])[CH2:23][CH3:24])[C:10]=1[CH3:11])C.[Li+].[OH-].O. The catalyst is C1COCC1.CO. The product is [Br:19][C:17]1[CH:16]=[CH:15][C:14]([O:20][CH2:21][CH:22]([CH2:25][CH3:26])[CH2:23][CH3:24])=[C:13]([CH:18]=1)[CH2:12][N:9]1[C:10]([CH3:11])=[C:6]([CH2:5][C:4]([OH:27])=[O:3])[CH:7]=[N:8]1. The yield is 0.100. (3) The product is [C:1]([O:5][C:6]([NH:8][C@@H:9]([CH2:37][C:38]1[CH:43]=[CH:42][CH:41]=[CH:40][CH:39]=1)[C@@H:10]([OH:29])[CH2:11][C@H:12]([NH:63][C:66](=[O:51])[O:75][CH2:68][C:69]1[CH:74]=[CH:73][CH:72]=[CH:71][CH:70]=1)[CH2:16][C:17]1[CH:22]=[CH:21][C:20]([C:23]2[CH:28]=[CH:27][CH:26]=[CH:25][N:24]=2)=[CH:19][CH:18]=1)=[O:7])([CH3:3])([CH3:2])[CH3:4]. The yield is 0.230. The catalyst is C1(C)C=CC=CC=1. The reactants are [C:1]([O:5][C:6]([NH:8][C@@H:9]([CH2:37][C:38]1[CH:43]=[CH:42][CH:41]=[CH:40][CH:39]=1)[C@@H:10]([O:29][Si](C(C)(C)C)(C)C)[CH2:11][CH:12]([CH2:16][C:17]1[CH:22]=[CH:21][C:20]([C:23]2[CH:28]=[CH:27][CH:26]=[CH:25][N:24]=2)=[CH:19][CH:18]=1)C(O)=O)=[O:7])([CH3:4])([CH3:3])[CH3:2].C1C=CC(P(N=[N+]=[N-])(C2C=CC=CC=2)=[O:51])=CC=1.C([N:63]([CH2:66]C)CC)C.[CH2:68]([OH:75])[C:69]1[CH:74]=[CH:73][CH:72]=[CH:71][CH:70]=1. (4) The reactants are [Cl:1][C:2]1[CH:6]=[C:5]([Cl:7])[N:4]([CH2:8][O:9][CH2:10][CH2:11][Si:12]([CH3:15])([CH3:14])[CH3:13])[C:3]=1[C:16]([O:18]C)=[O:17].[OH-].[K+]. The catalyst is CO.O. The product is [Cl:1][C:2]1[CH:6]=[C:5]([Cl:7])[N:4]([CH2:8][O:9][CH2:10][CH2:11][Si:12]([CH3:13])([CH3:14])[CH3:15])[C:3]=1[C:16]([OH:18])=[O:17]. The yield is 1.00. (5) The reactants are [NH2:1][C:2]1[S:3][C:4]2[CH:10]=[CH:9][CH:8]=[CH:7][C:5]=2[N:6]=1.[C:11]1([CH3:21])[CH:16]=[CH:15][C:14]([S:17](Cl)(=[O:19])=[O:18])=[CH:13][CH:12]=1. The catalyst is N1C=CC=CC=1. The product is [S:3]1[C:4]2[CH:10]=[CH:9][CH:8]=[CH:7][C:5]=2[NH:6][C:2]1=[N:1][S:17]([C:14]1[CH:15]=[CH:16][C:11]([CH3:21])=[CH:12][CH:13]=1)(=[O:19])=[O:18]. The yield is 0.930. (6) The catalyst is CCO.C(Cl)Cl. The yield is 0.700. The reactants are [C:1]([C:4]1[CH:9]=[CH:8][CH:7]=[CH:6][CH:5]=1)(=O)[CH3:2].[F:10][C:11]1[CH:20]=[CH:19][C:18]([F:21])=[CH:17][C:12]=1[C:13](=[S:16])[NH:14][NH2:15]. The product is [F:10][C:11]1[CH:20]=[CH:19][C:18]([F:21])=[CH:17][C:12]=1[C:13]1[S:16][C:1]([CH3:2])([C:4]2[CH:9]=[CH:8][CH:7]=[CH:6][CH:5]=2)[NH:15][N:14]=1. (7) The reactants are C(OC(=O)[NH:7][C:8]1[CH:13]=[C:12]([NH:14][C:15]2[N:20]=[C:19]3[S:21][C:22]([NH:24][C:25]([CH:27]4[CH2:29][CH2:28]4)=[O:26])=[N:23][C:18]3=[CH:17][CH:16]=2)[CH:11]=[CH:10][C:9]=1[F:30])(C)(C)C.C(=O)([O-])O.[Na+]. The catalyst is Cl.C(OCC)(=O)C. The product is [NH2:7][C:8]1[CH:13]=[C:12]([NH:14][C:15]2[N:20]=[C:19]3[S:21][C:22]([NH:24][C:25]([CH:27]4[CH2:28][CH2:29]4)=[O:26])=[N:23][C:18]3=[CH:17][CH:16]=2)[CH:11]=[CH:10][C:9]=1[F:30]. The yield is 0.650.